This data is from Catalyst prediction with 721,799 reactions and 888 catalyst types from USPTO. The task is: Predict which catalyst facilitates the given reaction. (1) Reactant: [Br:1][C:2]1[CH:3]=[C:4]([CH:7]=[CH:8][CH:9]=1)[CH:5]=O.C(#N)[CH:11]([CH2:13][C:14]#[N:15])O.[NH:17]1CCCCC1. Product: [Br:1][C:2]1[CH:3]=[C:4]([CH:5]=[C:13]([C:11]#[N:17])[C:14]#[N:15])[CH:7]=[CH:8][CH:9]=1. The catalyst class is: 12. (2) Reactant: F[C:2]1[CH:9]=[CH:8][CH:7]=[CH:6][C:3]=1[C:4]#[N:5].O.[NH2:11][NH2:12]. The catalyst class is: 51. Product: [NH2:5][C:4]1[C:3]2[CH:6]=[CH:7][CH:8]=[CH:9][C:2]=2[NH:12][N:11]=1. (3) Reactant: [Cl:1][C:2]1[CH:8]=[CH:7][C:5]([NH2:6])=[CH:4][CH:3]=1.[CH2:9]([C:11](=O)[C:12]([O-:14])=[O:13])[CH3:10].[Cl:16][C:17]1[CH:24]=[CH:23][CH:22]=[CH:21][C:18]=1C=C.F[C:26](F)(F)[C:27](O)=O. Product: [CH2:26]([O:14][C:12]([CH:11]1[CH2:9][CH:10]([C:18]2[CH:21]=[CH:22][CH:23]=[CH:24][C:17]=2[Cl:16])[C:7]2[C:5](=[CH:4][CH:3]=[C:2]([Cl:1])[CH:8]=2)[NH:6]1)=[O:13])[CH3:27]. The catalyst class is: 10.